From a dataset of Reaction yield outcomes from USPTO patents with 853,638 reactions. Predict the reaction yield, written as a fraction of the theoretical maximum amount of product (1.0 means a 100% yield; for example, 0.34 means a 34% yield). (1) The reactants are C([N:8]1[CH2:13][CH2:12][CH:11]([N:14]2[C:23]3[C:18](=[CH:19][N:20]=[C:21]4[N:26]([CH2:27][O:28][CH2:29][CH2:30][Si:31]([CH3:34])([CH3:33])[CH3:32])[CH:25]=[CH:24][C:22]4=3)[C:17](=[O:35])[CH:16]=[CH:15]2)[CH2:10][CH2:9]1)C1C=CC=CC=1.C(Cl)(Cl)Cl.CO. The product is [NH:8]1[CH2:13][CH2:12][CH:11]([N:14]2[C:23]3[C:18](=[CH:19][N:20]=[C:21]4[N:26]([CH2:27][O:28][CH2:29][CH2:30][Si:31]([CH3:33])([CH3:32])[CH3:34])[CH:25]=[CH:24][C:22]4=3)[C:17](=[O:35])[CH:16]=[CH:15]2)[CH2:10][CH2:9]1. The yield is 0.680. The catalyst is CO.[C].[Pd]. (2) The reactants are [Cl:1][C:2]1[C:7]2[C:8](=[O:12])[NH:9][CH:10](C)[C:6]=2[C:5]([F:13])=[C:4]([Cl:14])[N:3]=1.[C:15](O[C:15]([O:17][C:18]([CH3:21])([CH3:20])[CH3:19])=[O:16])([O:17][C:18]([CH3:21])([CH3:20])[CH3:19])=[O:16]. The catalyst is C(#N)C. The product is [Cl:1][C:2]1[C:7]2[C:8](=[O:12])[N:9]([C:15]([O:17][C:18]([CH3:21])([CH3:20])[CH3:19])=[O:16])[CH2:10][C:6]=2[C:5]([F:13])=[C:4]([Cl:14])[N:3]=1. The yield is 0.530. (3) The reactants are [F:1][C:2]1[CH:7]=[CH:6][C:5]([CH:8]([OH:38])[CH2:9][N:10]2[C:15](=[O:16])[C:14]([CH2:17][C:18]3[CH:23]=[CH:22][C:21]([C:24]4[C:25]([C:30]#[N:31])=[CH:26][CH:27]=[CH:28][CH:29]=4)=[CH:20][CH:19]=3)=[C:13]([CH2:32][CH2:33][CH3:34])[N:12]3[N:35]=[CH:36][N:37]=[C:11]23)=[CH:4][CH:3]=1.N1C(C)=CC=CC=1C.O1CCCC1.FC(F)(F)S(O[Si:58]([C:61]([CH3:64])([CH3:63])[CH3:62])([CH3:60])[CH3:59])(=O)=O. The catalyst is C(OCC)(=O)C. The product is [Si:58]([O:38][CH:8]([C:5]1[CH:6]=[CH:7][C:2]([F:1])=[CH:3][CH:4]=1)[CH2:9][N:10]1[C:15](=[O:16])[C:14]([CH2:17][C:18]2[CH:23]=[CH:22][C:21]([C:24]3[C:25]([C:30]#[N:31])=[CH:26][CH:27]=[CH:28][CH:29]=3)=[CH:20][CH:19]=2)=[C:13]([CH2:32][CH2:33][CH3:34])[N:12]2[N:35]=[CH:36][N:37]=[C:11]12)([C:61]([CH3:64])([CH3:63])[CH3:62])([CH3:60])[CH3:59]. The yield is 0.580. (4) The reactants are [C:1]([CH2:3][C:4]([NH2:6])=[O:5])#[N:2].[C:7](O)(=O)C.N1[CH2:16][CH2:15][CH2:14][CH2:13][CH2:12]1.C(O)(=O)C. The catalyst is O. The product is [CH:13]([C:14]1[NH:6][C:4](=[O:5])[C:3]([C:1]#[N:2])=[CH:16][CH:15]=1)([CH3:7])[CH3:12]. The yield is 0.680. (5) The reactants are CC1C=C2N=C3C(=NC(NC3=O)=O)N(C[C@H](O)[C@H](O)[C@H](O)CO)C2=CC=1C.[F:28][C:29]1[C:34]([N+:35]([O-])=O)=[CH:33][C:32]([N:38]2[C:42](=[O:43])[N:41]([CH3:44])[N:40]=[N:39]2)=[C:31]([C@@H:45]2[CH2:47][C@H:46]2[C:48]([F:51])([F:50])[F:49])[CH:30]=1.CCO. The catalyst is [Pd].CC(O)=O. The product is [NH2:35][C:34]1[C:29]([F:28])=[CH:30][C:31]([C@@H:45]2[CH2:47][C@H:46]2[C:48]([F:50])([F:49])[F:51])=[C:32]([N:38]2[C:42](=[O:43])[N:41]([CH3:44])[N:40]=[N:39]2)[CH:33]=1. The yield is 0.890. (6) The product is [Br:19][C:20]1[CH:21]=[CH:22][C:23]([F:26])=[C:24]([N:15]2[CH2:16][CH2:17][C:10]3([C:9](=[O:18])[N:8]([C@H:5]4[CH2:4][CH2:3][C@@H:2]([OH:1])[CH2:7][CH2:6]4)[CH2:12][CH2:11]3)[CH2:13][CH2:14]2)[CH:25]=1. The catalyst is C(O)CCC.[Cu]I.O. The reactants are [OH:1][C@@H:2]1[CH2:7][CH2:6][C@H:5]([N:8]2[CH2:12][CH2:11][C:10]3([CH2:17][CH2:16][NH:15][CH2:14][CH2:13]3)[C:9]2=[O:18])[CH2:4][CH2:3]1.[Br:19][C:20]1[CH:25]=[CH:24][C:23]([F:26])=[C:22](I)[CH:21]=1.P([O-])([O-])([O-])=O.[K+].[K+].[K+].C(O)CO. The yield is 0.700. (7) The reactants are [Br:1][C:2]1[CH:10]=[CH:9][CH:8]=[C:7]2[C:3]=1[C:4]([C:21]1[C:22](O)=[CH:23][C:24]3[O:28][CH2:27][CH2:26][C:25]=3[CH:29]=1)([CH2:19][OH:20])[C:5](=[O:18])[N:6]2[CH2:11][C:12]1[CH:17]=[CH:16][CH:15]=[CH:14][N:13]=1.C1(P(C2C=CC=CC=2)C2C=CC=CC=2)C=CC=CC=1.N(C(OC(C)C)=O)=NC(OC(C)C)=O. The catalyst is O1CCOCC1. The product is [Br:1][C:2]1[CH:10]=[CH:9][CH:8]=[C:7]2[C:3]=1[C:4]1([CH2:19][O:20][C:22]3[CH:23]=[C:24]4[C:25](=[CH:29][C:21]1=3)[CH2:26][CH2:27][O:28]4)[C:5](=[O:18])[N:6]2[CH2:11][C:12]1[CH:17]=[CH:16][CH:15]=[CH:14][N:13]=1. The yield is 0.370. (8) The catalyst is COCCO. The yield is 0.800. The reactants are C(O[C:4]([C:6]1[C:7](=[O:22])[S:8][C:9]2[C:14]([C:15]=1[OH:16])=[CH:13][CH:12]=[C:11]([O:17][CH2:18][CH2:19][CH2:20][CH3:21])[CH:10]=2)=[O:5])C.[NH2:23][CH2:24][C:25]([O-:27])=[O:26].[Na+]. The product is [CH2:18]([O:17][C:11]1[CH:10]=[C:9]2[C:14]([C:15]([OH:16])=[C:6]([C:4]([NH:23][CH2:24][C:25]([OH:27])=[O:26])=[O:5])[C:7](=[O:22])[S:8]2)=[CH:13][CH:12]=1)[CH2:19][CH2:20][CH3:21].